From a dataset of Full USPTO retrosynthesis dataset with 1.9M reactions from patents (1976-2016). Predict the reactants needed to synthesize the given product. (1) The reactants are: [OH:1][C:2]1[CH:26]=[CH:25][CH:24]=[CH:23][C:3]=1[CH2:4][N:5]1[CH2:9][CH2:8][N:7]([C@@H:10]([C:18]([CH3:21])([CH3:20])[CH3:19])[C:11]([O:13]C(C)(C)C)=[O:12])[C:6]1=[O:22].FC(F)(F)C(O)=O. Given the product [OH:1][C:2]1[CH:26]=[CH:25][CH:24]=[CH:23][C:3]=1[CH2:4][N:5]1[CH2:9][CH2:8][N:7]([C@@H:10]([C:18]([CH3:20])([CH3:21])[CH3:19])[C:11]([OH:13])=[O:12])[C:6]1=[O:22], predict the reactants needed to synthesize it. (2) Given the product [Br:10][C:7]1[CH:8]=[CH:9][C:4]([C:3]([OH:21])=[O:2])=[CH:5][C:6]=1[O:11][CH2:12][CH2:13][C:14]1[CH:15]=[C:16]([CH3:20])[CH:17]=[CH:18][CH:19]=1, predict the reactants needed to synthesize it. The reactants are: C[O:2][C:3](=[O:21])[C:4]1[CH:9]=[CH:8][C:7]([Br:10])=[C:6]([O:11][CH2:12][CH2:13][C:14]2[CH:15]=[C:16]([CH3:20])[CH:17]=[CH:18][CH:19]=2)[CH:5]=1.[OH-].[Li+].